Task: Predict the reactants needed to synthesize the given product.. Dataset: Full USPTO retrosynthesis dataset with 1.9M reactions from patents (1976-2016) Given the product [Br:9][C:10]1[N:15]=[C:14]([C:16]([NH:8][C:6]2[CH:5]=[CH:4][CH:3]=[C:2]([CH3:1])[N:7]=2)=[O:17])[CH:13]=[CH:12][CH:11]=1, predict the reactants needed to synthesize it. The reactants are: [CH3:1][C:2]1[N:7]=[C:6]([NH2:8])[CH:5]=[CH:4][CH:3]=1.[Br:9][C:10]1[N:15]=[C:14]([C:16](O)=[O:17])[CH:13]=[CH:12][CH:11]=1.